Predict the product of the given reaction. From a dataset of Forward reaction prediction with 1.9M reactions from USPTO patents (1976-2016). The product is: [C:1]([N:5]1[CH:13]=[C:12]2[C:7]([C:8]([N:17]3[CH:21]=[CH:20][CH:19]=[N:18]3)=[CH:9][C:10]([NH2:14])=[CH:11]2)=[N:6]1)([CH3:4])([CH3:2])[CH3:3]. Given the reactants [C:1]([N:5]1[CH:13]=[C:12]2[C:7]([C:8]([N:17]3[CH:21]=[CH:20][CH:19]=[N:18]3)=[CH:9][C:10]([N+:14]([O-])=O)=[CH:11]2)=[N:6]1)([CH3:4])([CH3:3])[CH3:2], predict the reaction product.